This data is from Reaction yield outcomes from USPTO patents with 853,638 reactions. The task is: Predict the reaction yield, written as a fraction of the theoretical maximum amount of product (1.0 means a 100% yield; for example, 0.34 means a 34% yield). (1) The yield is 0.500. The product is [Cl:11][P:1]([NH:19][C@@H:18]([CH3:20])[C:17]([O:16][CH:13]([CH3:15])[CH3:14])=[O:21])([O:3][C:4]1[CH:5]=[CH:6][CH:7]=[CH:8][CH:9]=1)=[O:2]. The reactants are [P:1]([Cl:11])(Cl)([O:3][C:4]1[CH:9]=[CH:8][CH:7]=[CH:6][CH:5]=1)=[O:2].Cl.[CH:13]([O:16][C:17](=[O:21])[C@H:18]([CH3:20])[NH2:19])([CH3:15])[CH3:14].CCN(CC)CC. The catalyst is C(Cl)Cl. (2) The reactants are [Br:1][C:2]1[CH:17]=[CH:16][C:5]2[CH2:6][CH2:7][CH2:8][CH:9]([C:12]([O:14][CH3:15])=[O:13])[CH:10](O)[C:4]=2[CH:3]=1.O.C1(C)C=CC(S(O)(=O)=O)=CC=1. The catalyst is C1(C)C=CC=CC=1. The product is [Br:1][C:2]1[CH:17]=[CH:16][C:5]2[CH2:6][CH2:7][CH2:8][C:9]([C:12]([O:14][CH3:15])=[O:13])=[CH:10][C:4]=2[CH:3]=1. The yield is 0.810. (3) The reactants are [NH2:1][CH2:2][CH:3]([C:19]1[C:20]([CH3:36])=[C:21]([NH:25][C:26](=[O:35])[O:27][CH2:28][C:29]2[CH:34]=[CH:33][CH:32]=[CH:31][CH:30]=2)[CH:22]=[CH:23][CH:24]=1)[C:4]1[C:12]2[C:7](=[CH:8][C:9]([N:13]3[CH2:18][CH2:17][O:16][CH2:15][CH2:14]3)=[CH:10][CH:11]=2)[NH:6][CH:5]=1.O=[CH:38][C:39]([O:41][CH2:42][CH3:43])=[O:40].C1(C)C=CC=CC=1.Cl.O1CCOCC1.C1(C)C=CC=CC=1. The catalyst is O1CCOCC1.CCOC(C)=O.[Pd]. The product is [CH2:28]([O:27][C:26]([NH:25][C:21]1[C:20]([CH3:36])=[C:19]([C:3]2[C:4]3[C:12]4[C:7](=[CH:8][C:9]([N:13]5[CH2:14][CH2:15][O:16][CH2:17][CH2:18]5)=[CH:10][CH:11]=4)[NH:6][C:5]=3[C:38]([C:39]([O:41][CH2:42][CH3:43])=[O:40])=[N:1][CH:2]=2)[CH:24]=[CH:23][CH:22]=1)=[O:35])[C:29]1[CH:30]=[CH:31][CH:32]=[CH:33][CH:34]=1. The yield is 0.204. (4) The reactants are [F:1][C:2]1[CH:11]=[CH:10][C:9]([OH:12])=[C:8]2[C:3]=1[CH:4]=[CH:5][CH:6]=[N:7]2.C(Cl)Cl.C(N(CC)CC)C.[F:23][C:24]([F:37])([F:36])[S:25](O[S:25]([C:24]([F:37])([F:36])[F:23])(=[O:27])=[O:26])(=[O:27])=[O:26]. The catalyst is CCCCCC.O. The product is [F:1][C:2]1[CH:11]=[CH:10][C:9]([O:12][S:25]([C:24]([F:37])([F:36])[F:23])(=[O:27])=[O:26])=[C:8]2[C:3]=1[CH:4]=[CH:5][CH:6]=[N:7]2. The yield is 0.870.